This data is from M1 muscarinic receptor antagonist screen with 61,756 compounds. The task is: Binary Classification. Given a drug SMILES string, predict its activity (active/inactive) in a high-throughput screening assay against a specified biological target. (1) The molecule is O(CCCCCNCCO)c1c(cccc1)C. The result is 0 (inactive). (2) The result is 0 (inactive). The compound is S(c1[nH]nc(c2c(NC(=O)CC)cccc2)c(=O)n1)CC.